This data is from Forward reaction prediction with 1.9M reactions from USPTO patents (1976-2016). The task is: Predict the product of the given reaction. (1) Given the reactants [NH2:1][CH2:2][C@H:3]1[N:8]([C:9]([C:11]2[N:12]=[C:13]([CH3:23])[S:14][C:15]=2[C:16]2[CH:17]=[C:18]([CH3:22])[CH:19]=[CH:20][CH:21]=2)=[O:10])[CH2:7][C@@H:6]2[C@H:4]1[CH2:5]2.[OH:24][C:25]1[CH:26]=[C:27]([CH:31]=[CH:32][CH:33]=1)[C:28](O)=[O:29], predict the reaction product. The product is: [OH:24][C:25]1[CH:26]=[C:27]([CH:31]=[CH:32][CH:33]=1)[C:28]([NH:1][CH2:2][C@H:3]1[N:8]([C:9]([C:11]2[N:12]=[C:13]([CH3:23])[S:14][C:15]=2[C:16]2[CH:17]=[C:18]([CH3:22])[CH:19]=[CH:20][CH:21]=2)=[O:10])[CH2:7][C@@H:6]2[C@H:4]1[CH2:5]2)=[O:29]. (2) The product is: [Br:19][C:5]1[CH:4]=[CH:3][C:2]([OH:1])=[C:11]2[C:6]=1[CH:7]=[N:8][CH:9]=[N:10]2. Given the reactants [OH:1][C:2]1[CH:3]=[CH:4][CH:5]=[C:6]2[C:11]=1[N:10]=[CH:9][N:8]=[CH:7]2.C1C(=O)N([Br:19])C(=O)C1, predict the reaction product. (3) Given the reactants [C:1]([OH:7])(=[O:6])[CH2:2][CH2:3][C:4]#[CH:5].OS(O)(=O)=O.[CH2:13](O)[CH3:14], predict the reaction product. The product is: [C:1]([O:7][CH2:13][CH3:14])(=[O:6])[CH2:2][CH2:3][C:4]#[CH:5]. (4) Given the reactants [Cl:1][C:2]1[CH:3]=[CH:4][C:5]([O:26][CH2:27][CH:28]([CH3:30])[CH3:29])=[C:6]([CH2:8][N:9]2[C:13]([CH3:14])=[CH:12][C:11]([C:15]([NH:17][C:18]3[CH:23]=[CH:22][C:21]([CH:24]=O)=[CH:20][CH:19]=3)=[O:16])=[N:10]2)[CH:7]=1.[CH3:31][NH2:32].C(O[BH-](OC(=O)C)OC(=O)C)(=O)C.[Na+].C(O)(=O)C, predict the reaction product. The product is: [ClH:1].[Cl:1][C:2]1[CH:3]=[CH:4][C:5]([O:26][CH2:27][CH:28]([CH3:29])[CH3:30])=[C:6]([CH2:8][N:9]2[C:13]([CH3:14])=[CH:12][C:11]([C:15]([NH:17][C:18]3[CH:19]=[CH:20][C:21]([CH2:24][NH:32][CH3:31])=[CH:22][CH:23]=3)=[O:16])=[N:10]2)[CH:7]=1. (5) Given the reactants [CH2:1]([OH:19])[CH2:2][CH2:3][CH2:4][CH2:5][CH2:6][CH2:7][CH2:8]/[CH:9]=[CH:10]\[CH2:11]/[CH:12]=[CH:13]\[CH2:14][CH2:15][CH2:16][CH2:17][CH3:18].C(N(CC)CC)C.[CH3:27][S:28](Cl)(=[O:30])=[O:29].C(O)C, predict the reaction product. The product is: [CH3:27][S:28]([O:19][CH2:1][CH2:2][CH2:3][CH2:4][CH2:5][CH2:6][CH2:7][CH2:8]/[CH:9]=[CH:10]\[CH2:11]/[CH:12]=[CH:13]\[CH2:14][CH2:15][CH2:16][CH2:17][CH3:18])(=[O:30])=[O:29].